From a dataset of Catalyst prediction with 721,799 reactions and 888 catalyst types from USPTO. Predict which catalyst facilitates the given reaction. (1) Reactant: CC1C=[C:4]([SH:9])C=CC=1C.[C:10]([O:15][C:16](=[O:20])[C:17]([CH3:19])=[CH2:18])(=O)[C:11]([CH3:13])=[CH2:12].[CH2:21](N(CC)CC)C. Product: [C:16]([O:15][C:10]1[S:9][CH:4]=[C:12]([CH3:21])[C:11]=1[CH3:13])(=[O:20])[C:17]([CH3:19])=[CH2:18]. The catalyst class is: 4. (2) Product: [CH3:1][O:2][C:3](=[O:13])[CH2:4][C:5]1[CH:10]=[CH:9][C:8]([B:14]2[O:18][C:17]([CH3:20])([CH3:19])[C:16]([CH3:22])([CH3:21])[O:15]2)=[CH:7][C:6]=1[Cl:12]. Reactant: [CH3:1][O:2][C:3](=[O:13])[CH2:4][C:5]1[CH:10]=[CH:9][C:8](Br)=[CH:7][C:6]=1[Cl:12].[B:14]1([B:14]2[O:18][C:17]([CH3:20])([CH3:19])[C:16]([CH3:22])([CH3:21])[O:15]2)[O:18][C:17]([CH3:20])([CH3:19])[C:16]([CH3:22])([CH3:21])[O:15]1.C(Cl)Cl.C([O-])(=O)C.[K+]. The catalyst class is: 16. (3) Reactant: [Br:1][C:2]1[NH:3][CH:4]=[C:5]2[C:9](=[O:10])[CH2:8][CH2:7][C:6]=12.[H-].[Na+].[N:13]1[CH:18]=[CH:17][CH:16]=[C:15]([S:19](Cl)(=[O:21])=[O:20])[CH:14]=1.O. Product: [Br:1][C:2]1[N:3]([S:19]([C:15]2[CH:14]=[N:13][CH:18]=[CH:17][CH:16]=2)(=[O:21])=[O:20])[CH:4]=[C:5]2[C:9](=[O:10])[CH2:8][CH2:7][C:6]=12. The catalyst class is: 9. (4) Reactant: [Mg].C(OCC)C.[CH2:7](Br)[CH2:8][CH2:9][CH3:10].Br[C:13]12[CH2:22][CH:17]3[CH2:18][CH:19]([CH2:21][C:15]([CH2:23][CH2:24][CH2:25][CH3:26])([CH2:16]3)[CH2:14]1)[CH2:20]2. Product: [CH2:7]([C:19]12[CH2:20][CH:13]3[CH2:22][CH:17]([CH2:16][C:15]([CH2:23][CH2:24][CH2:25][CH3:26])([CH2:14]3)[CH2:21]1)[CH2:18]2)[CH2:8][CH2:9][CH3:10]. The catalyst class is: 46. (5) Reactant: C(=O)([O-])[O-].[K+].[K+].Br[CH2:8][CH2:9][CH2:10][C:11]([O:13][CH2:14][CH3:15])=[O:12].[CH3:16][C:17]1[CH:22]=[CH:21][C:20]([SH:23])=[CH:19][CH:18]=1.O. Product: [CH2:14]([O:13][C:11](=[O:12])[CH2:10][CH2:9][CH2:8][S:23][C:20]1[CH:21]=[CH:22][C:17]([CH3:16])=[CH:18][CH:19]=1)[CH3:15]. The catalyst class is: 115.